From a dataset of Reaction yield outcomes from USPTO patents with 853,638 reactions. Predict the reaction yield, written as a fraction of the theoretical maximum amount of product (1.0 means a 100% yield; for example, 0.34 means a 34% yield). (1) The reactants are [OH-:1].[Na+].[C:3]([C:6]1[CH:11]=[CH:10][C:9]([N:12]2[CH2:16][CH2:15][N:14]([C:17]3[CH:18]=[N:19][CH:20]=[CH:21][C:22]=3[CH3:23])[C:13]2=[O:24])=[CH:8][C:7]=1[F:25])(=O)[CH3:4].Cl.[NH2:27]O.CO. The catalyst is O.C(O)C.C(Cl)(Cl)Cl. The product is [F:25][C:7]1[CH:8]=[C:9]([N:12]2[CH2:16][CH2:15][N:14]([C:17]3[CH:18]=[N:19][CH:20]=[CH:21][C:22]=3[CH3:23])[C:13]2=[O:24])[CH:10]=[CH:11][C:6]=1[C:3](=[N:27][OH:1])[CH3:4]. The yield is 0.879. (2) The reactants are [C:1]([O:5][C:6]([N:8]1[CH2:13][CH2:12][N:11]([C:14]2[N:19]=[CH:18][C:17]([C:20]3[CH:25]=[CH:24][C:23](F)=[CH:22][CH:21]=3)=[CH:16][N:15]=2)[CH2:10][CH2:9]1)=[O:7])([CH3:4])([CH3:3])[CH3:2].C(O[C:32]([N:34]1CCN(C2N=CC(Br)=CN=2)CC1)=O)(C)(C)C.C(C1C=CC(B(O)O)=CC=1)#N. No catalyst specified. The product is [C:1]([O:5][C:6]([N:8]1[CH2:13][CH2:12][N:11]([C:14]2[N:19]=[CH:18][C:17]([C:20]3[CH:25]=[CH:24][C:23]([C:32]#[N:34])=[CH:22][CH:21]=3)=[CH:16][N:15]=2)[CH2:10][CH2:9]1)=[O:7])([CH3:4])([CH3:3])[CH3:2]. The yield is 0.680. (3) The reactants are Cl[C:2]([O:4]CC)=[O:3].[CH3:7][O:8][C:9]1[CH:10]=[CH:11][C:12]2[CH:13]([CH3:21])[CH:14]3[CH2:18][NH:17][CH2:16][CH:15]3[C:19]=2[CH:20]=1. The catalyst is C1COCC1.O. The product is [CH2:16]([NH:17][C:2](=[O:3])[O-:4])[CH3:15].[CH3:7][O:8][C:9]1[CH:10]=[CH:11][C:12]2[CH:13]([CH3:21])[CH:14]3[CH2:18][NH:17][CH2:16][CH:15]3[C:19]=2[CH:20]=1. The yield is 0.350. (4) The reactants are [CH2:1]1[C:7]2[C:8]3[CH:14]=[CH:13][C:12]([N:15]4[CH:20]=[CH:19][C:18]([O:21][CH2:22][C:23]5[CH:28]=[CH:27][CH:26]=[C:25]([C:29]([F:32])([F:31])[F:30])[N:24]=5)=[CH:17][C:16]4=[O:33])=[CH:11][C:9]=3[O:10][C:6]=2[CH2:5][CH2:4][CH2:3][NH:2]1.[ClH:34].CCOCC. The catalyst is CO. The product is [ClH:34].[CH2:1]1[C:7]2[C:8]3[CH:14]=[CH:13][C:12]([N:15]4[CH:20]=[CH:19][C:18]([O:21][CH2:22][C:23]5[CH:28]=[CH:27][CH:26]=[C:25]([C:29]([F:31])([F:32])[F:30])[N:24]=5)=[CH:17][C:16]4=[O:33])=[CH:11][C:9]=3[O:10][C:6]=2[CH2:5][CH2:4][CH2:3][NH:2]1. The yield is 0.980.